This data is from Forward reaction prediction with 1.9M reactions from USPTO patents (1976-2016). The task is: Predict the product of the given reaction. (1) Given the reactants [Cl:1][C:2]1[C:3]([CH:24]([F:26])[F:25])=[CH:4][C:5]([N+:21]([O-])=O)=[C:6]([NH:8][CH:9]2[CH2:14][CH2:13][N:12]([CH:15]3[CH2:20][CH2:19][O:18][CH2:17][CH2:16]3)[CH2:11][CH2:10]2)[CH:7]=1.O.NN, predict the reaction product. The product is: [Cl:1][C:2]1[CH:7]=[C:6]([NH:8][CH:9]2[CH2:10][CH2:11][N:12]([CH:15]3[CH2:16][CH2:17][O:18][CH2:19][CH2:20]3)[CH2:13][CH2:14]2)[C:5]([NH2:21])=[CH:4][C:3]=1[CH:24]([F:26])[F:25]. (2) Given the reactants C([O:8][C:9]1[C:14](=[O:15])[CH:13]=[C:12]([CH2:16][NH:17][S:18]([C:21]2[CH:26]=[CH:25][CH:24]=[C:23]([Cl:27])[CH:22]=2)(=[O:20])=[O:19])[N:11]([CH3:28])[C:10]=1[C:29]([OH:31])=[O:30])C1C=CC=CC=1.C1(S(C(N)C2N(C)C(C(O)=O)=C(O)C(=O)C=2)(=O)=O)C=CC=CC=1, predict the reaction product. The product is: [Cl:27][C:23]1[CH:22]=[C:21]([S:18]([NH:17][CH2:16][C:12]2[N:11]([CH3:28])[C:10]([C:29]([OH:31])=[O:30])=[C:9]([OH:8])[C:14](=[O:15])[CH:13]=2)(=[O:19])=[O:20])[CH:26]=[CH:25][CH:24]=1. (3) Given the reactants Cl.Cl.[NH2:3][C:4]1[N:8]([CH3:9])[N:7]=[CH:6][C:5]=1[CH2:10][NH2:11].C[O-].[Na+], predict the reaction product. The product is: [NH2:3][C:4]1[N:8]([CH3:9])[N:7]=[CH:6][C:5]=1[CH2:10][NH2:11]. (4) Given the reactants [NH2:1][C:2]1[CH:7]=[CH:6][N:5]=[C:4]([C:8]([C:10]2[C:14]3[CH:15]=[N:16][CH:17]=[CH:18][C:13]=3[N:12]([CH:19]([CH3:29])[CH2:20][O:21][Si:22]([C:25]([CH3:28])([CH3:27])[CH3:26])([CH3:24])[CH3:23])[CH:11]=2)=[O:9])[CH:3]=1.[F:30][C:31]([F:43])([F:42])[C:32]1[CH:33]=[C:34]([CH2:38][C:39](O)=[O:40])[CH:35]=[CH:36][CH:37]=1, predict the reaction product. The product is: [Si:22]([O:21][CH2:20][CH:19]([N:12]1[C:13]2[CH:18]=[CH:17][N:16]=[CH:15][C:14]=2[C:10]([C:8]([C:4]2[CH:3]=[C:2]([NH:1][C:39](=[O:40])[CH2:38][C:34]3[CH:35]=[CH:36][CH:37]=[C:32]([C:31]([F:42])([F:30])[F:43])[CH:33]=3)[CH:7]=[CH:6][N:5]=2)=[O:9])=[CH:11]1)[CH3:29])([C:25]([CH3:28])([CH3:27])[CH3:26])([CH3:23])[CH3:24]. (5) Given the reactants C(OC(=O)[NH:7][CH:8]1[CH2:13][CH2:12][CH:11]([NH:14][C:15]2[N:20]=[C:19]3[NH:21][N:22]=[C:23]([C:24]4[CH:29]=[CH:28][N:27]=[C:26]([NH:30][CH2:31][C:32]5[CH:37]=[CH:36][CH:35]=[C:34]([Cl:38])[CH:33]=5)[N:25]=4)[C:18]3=[CH:17][N:16]=2)[CH2:10][CH2:9]1)(C)(C)C.Cl, predict the reaction product. The product is: [Cl:38][C:34]1[CH:33]=[C:32]([CH:37]=[CH:36][CH:35]=1)[CH2:31][NH:30][C:26]1[N:25]=[C:24]([C:23]2[C:18]3[C:19](=[N:20][C:15]([NH:14][CH:11]4[CH2:10][CH2:9][CH:8]([NH2:7])[CH2:13][CH2:12]4)=[N:16][CH:17]=3)[NH:21][N:22]=2)[CH:29]=[CH:28][N:27]=1. (6) The product is: [Br:1][C:2]1[CH:7]=[CH:6][C:5]([C@@H:8]2[CH2:9][CH2:10][C@@H:11]([C:13]3[CH:18]=[CH:17][C:16]([Br:19])=[CH:15][CH:14]=3)[N:29]2[C:26]2[CH:25]=[CH:24][C:23]([C:22]([F:31])([F:21])[F:30])=[N:28][CH:27]=2)=[CH:4][CH:3]=1. Given the reactants [Br:1][C:2]1[CH:7]=[CH:6][C:5]([C@H:8](O)[CH2:9][CH2:10][C@H:11]([C:13]2[CH:18]=[CH:17][C:16]([Br:19])=[CH:15][CH:14]=2)O)=[CH:4][CH:3]=1.[F:21][C:22]([F:31])([F:30])[C:23]1[N:28]=[CH:27][C:26]([NH2:29])=[CH:25][CH:24]=1, predict the reaction product. (7) Given the reactants Cl.[NH2:2][OH:3].[CH3:4][C:5]1([CH3:22])[O:9][CH:8]([CH2:10][O:11][C:12]2[C:19]([CH3:20])=[CH:18][C:15]([C:16]#[N:17])=[CH:14][C:13]=2[CH3:21])[CH2:7][O:6]1, predict the reaction product. The product is: [CH3:4][C:5]1([CH3:22])[O:9][CH:8]([CH2:10][O:11][C:12]2[C:19]([CH3:20])=[CH:18][C:15]([C:16]([NH:2][OH:3])=[NH:17])=[CH:14][C:13]=2[CH3:21])[CH2:7][O:6]1.